This data is from Full USPTO retrosynthesis dataset with 1.9M reactions from patents (1976-2016). The task is: Predict the reactants needed to synthesize the given product. (1) Given the product [NH2:8][C:5]1[CH:6]=[CH:7][C:2]([F:1])=[C:3]([C@:11]2([CH3:20])[C:16]3([CH2:17][CH2:18]3)[CH2:15][O:14][C:13]([NH2:19])=[N:12]2)[CH:4]=1, predict the reactants needed to synthesize it. The reactants are: [F:1][C:2]1[CH:7]=[CH:6][C:5]([N+:8]([O-])=O)=[CH:4][C:3]=1[C@:11]1([CH3:20])[C:16]2([CH2:18][CH2:17]2)[CH2:15][O:14][C:13]([NH2:19])=[N:12]1. (2) Given the product [C:1]([O:5][C:6]([N:8]1[CH2:13][CH2:12][NH:11][CH2:10][C@@H:9]1[CH2:21][CH2:22][CH3:23])=[O:7])([CH3:4])([CH3:3])[CH3:2], predict the reactants needed to synthesize it. The reactants are: [C:1]([O:5][C:6]([N:8]1[CH2:13][CH2:12][N:11](CC2C=CC=CC=2)[CH2:10][C@@H:9]1[CH2:21][CH2:22][CH3:23])=[O:7])([CH3:4])([CH3:3])[CH3:2].